This data is from Forward reaction prediction with 1.9M reactions from USPTO patents (1976-2016). The task is: Predict the product of the given reaction. (1) Given the reactants [Cl:1][C:2]1[CH:3]=[C:4]2[C:8](=[CH:9][CH:10]=1)[NH:7][C:6]([C:11](=[O:18])[CH2:12][CH2:13][CH2:14][CH2:15][CH2:16][CH3:17])=[CH:5]2.I[C:20]1[CH:21]=[C:22]([C:26]([F:29])([F:28])[F:27])[CH:23]=[CH:24][CH:25]=1.P([O-])([O-])([O-])=O.[K+].[K+].[K+], predict the reaction product. The product is: [Cl:1][C:2]1[CH:3]=[C:4]2[C:8](=[CH:9][CH:10]=1)[N:7]([C:20]1[CH:25]=[CH:24][CH:23]=[C:22]([C:26]([F:29])([F:28])[F:27])[CH:21]=1)[C:6]([C:11](=[O:18])[CH2:12][CH2:13][CH2:14][CH2:15][CH2:16][CH3:17])=[CH:5]2. (2) Given the reactants NC1S[CH:4]=[CH:5]N=1.[C:7](O)([C:9]([F:12])(F)F)=O.[CH2:14]1[C:19](=O)[N:18](I)[C:16](=[O:17])[CH2:15]1, predict the reaction product. The product is: [F:12][C:9]1[CH:7]=[C:14]2[C:19](=[CH:4][CH:5]=1)[NH:18][C:16](=[O:17])[CH2:15]2. (3) Given the reactants [CH3:1][C:2]1([C:5]([O:7]C)=O)[CH2:4][CH2:3]1.C[Si]([N-][Si](C)(C)C)(C)C.[Li+].[CH3:19][O:20][C:21]1[CH:22]=[CH:23][C:24]([CH3:27])=[N:25][CH:26]=1.[Cl-].[NH4+], predict the reaction product. The product is: [CH3:19][O:20][C:21]1[CH:22]=[CH:23][C:24]([CH2:27][C:5]([C:2]2([CH3:1])[CH2:3][CH2:4]2)=[O:7])=[N:25][CH:26]=1. (4) Given the reactants [Cl:1][C:2]1[CH:7]=[C:6]([CH3:8])[CH:5]=[CH:4][C:3]=1[I:9].[Br:10]N1C(=O)CCC1=O, predict the reaction product. The product is: [Br:10][CH2:8][C:6]1[CH:5]=[CH:4][C:3]([I:9])=[C:2]([Cl:1])[CH:7]=1. (5) Given the reactants C([O:3][C:4](=[O:16])[CH2:5][O:6][C:7]1[CH:11]=[C:10]([C:12]([O:14]C)=[O:13])[O:9][N:8]=1)C.[OH-].[Na+], predict the reaction product. The product is: [C:4]([CH2:5][O:6][C:7]1[CH:11]=[C:10]([C:12]([OH:14])=[O:13])[O:9][N:8]=1)([OH:16])=[O:3]. (6) Given the reactants [CH3:1][C:2]1[S:6][C:5]([CH:7]=[O:8])=[CH:4][CH:3]=1.[Br:9]Br.C(=O)([O-])O.[Na+], predict the reaction product. The product is: [Br:9][C:3]1[CH:4]=[C:5]([CH:7]=[O:8])[S:6][C:2]=1[CH3:1]. (7) Given the reactants [NH:1]1[CH2:6][CH2:5][CH:4]([C:7]([O:9][CH2:10][CH3:11])=[O:8])[CH2:3][CH2:2]1.[Br:12][C:13]1[CH:14]=[C:15](B(O)O)[CH:16]=[CH:17][CH:18]=1.C(N(CC)CC)C, predict the reaction product. The product is: [Br:12][C:13]1[CH:18]=[C:17]([N:1]2[CH2:6][CH2:5][CH:4]([C:7]([O:9][CH2:10][CH3:11])=[O:8])[CH2:3][CH2:2]2)[CH:16]=[CH:15][CH:14]=1.